The task is: Predict the product of the given reaction.. This data is from Forward reaction prediction with 1.9M reactions from USPTO patents (1976-2016). Given the reactants [Cl:1][C:2]1[N:3]=[C:4](Cl)[C:5]2[C:10]([C:11]3[CH:16]=[CH:15][CH:14]=[CH:13][CH:12]=3)=[CH:9][S:8][C:6]=2[N:7]=1.[NH:18]1[CH2:23][CH2:22][O:21][CH2:20][CH2:19]1.C(N(CC)CC)C.C(O)C, predict the reaction product. The product is: [Cl:1][C:2]1[N:3]=[C:4]([N:18]2[CH2:23][CH2:22][O:21][CH2:20][CH2:19]2)[C:5]2[C:10]([C:11]3[CH:16]=[CH:15][CH:14]=[CH:13][CH:12]=3)=[CH:9][S:8][C:6]=2[N:7]=1.